From a dataset of NCI-60 drug combinations with 297,098 pairs across 59 cell lines. Regression. Given two drug SMILES strings and cell line genomic features, predict the synergy score measuring deviation from expected non-interaction effect. (1) Synergy scores: CSS=39.2, Synergy_ZIP=0.0825, Synergy_Bliss=-7.84, Synergy_Loewe=-12.8, Synergy_HSA=-12.8. Drug 2: CC1=C(C(=CC=C1)Cl)NC(=O)C2=CN=C(S2)NC3=CC(=NC(=N3)C)N4CCN(CC4)CCO. Cell line: CCRF-CEM. Drug 1: CC=C1C(=O)NC(C(=O)OC2CC(=O)NC(C(=O)NC(CSSCCC=C2)C(=O)N1)C(C)C)C(C)C. (2) Drug 1: CC(CN1CC(=O)NC(=O)C1)N2CC(=O)NC(=O)C2. Drug 2: C1C(C(OC1N2C=NC(=NC2=O)N)CO)O. Cell line: HCC-2998. Synergy scores: CSS=22.2, Synergy_ZIP=-4.74, Synergy_Bliss=0.287, Synergy_Loewe=-8.50, Synergy_HSA=2.33. (3) Drug 1: C1=CC(=CC=C1C#N)C(C2=CC=C(C=C2)C#N)N3C=NC=N3. Drug 2: COC1=C2C(=CC3=C1OC=C3)C=CC(=O)O2. Cell line: SK-MEL-28. Synergy scores: CSS=-7.09, Synergy_ZIP=5.66, Synergy_Bliss=8.97, Synergy_Loewe=-1.43, Synergy_HSA=-0.641. (4) Drug 1: CC(C1=C(C=CC(=C1Cl)F)Cl)OC2=C(N=CC(=C2)C3=CN(N=C3)C4CCNCC4)N. Drug 2: C1C(C(OC1N2C=C(C(=O)NC2=O)F)CO)O. Cell line: A549. Synergy scores: CSS=26.6, Synergy_ZIP=-10.5, Synergy_Bliss=-15.5, Synergy_Loewe=-16.5, Synergy_HSA=-12.2. (5) Drug 1: C1=NC2=C(N=C(N=C2N1C3C(C(C(O3)CO)O)O)F)N. Drug 2: C1=CC=C(C=C1)NC(=O)CCCCCCC(=O)NO. Cell line: OVCAR3. Synergy scores: CSS=3.42, Synergy_ZIP=4.10, Synergy_Bliss=10.4, Synergy_Loewe=-4.14, Synergy_HSA=-0.0658. (6) Drug 1: C1C(C(OC1N2C=C(C(=O)NC2=O)F)CO)O. Drug 2: C1CN(CCN1C(=O)CCBr)C(=O)CCBr. Cell line: HL-60(TB). Synergy scores: CSS=56.4, Synergy_ZIP=2.57, Synergy_Bliss=-2.32, Synergy_Loewe=-20.4, Synergy_HSA=-20.3.